From a dataset of Full USPTO retrosynthesis dataset with 1.9M reactions from patents (1976-2016). Predict the reactants needed to synthesize the given product. (1) Given the product [F:20][C:14]1[CH:15]=[C:16]([F:19])[CH:17]=[CH:18][C:13]=1[C:11]1[O:1][N:2]=[C:3]([C:4]2[CH:5]=[N:6][CH:7]=[N:8][CH:9]=2)[CH:12]=1, predict the reactants needed to synthesize it. The reactants are: [OH:1][N:2]=[C:3](Cl)[C:4]1[CH:5]=[N:6][CH:7]=[N:8][CH:9]=1.[C:11]([C:13]1[CH:18]=[CH:17][C:16]([F:19])=[CH:15][C:14]=1[F:20])#[CH:12].N. (2) Given the product [CH3:13][O:14][C:15]1[CH:22]=[CH:21][CH:20]=[CH:19][C:16]=1[CH2:17][NH:18][C:2]1[CH:11]=[CH:10][C:9]2[C:4](=[CH:5][CH:6]=[C:7]([NH:23][CH2:24][CH2:25][CH2:26][N:27]3[CH2:32][CH2:31][O:30][CH2:29][CH2:28]3)[CH:8]=2)[N:3]=1, predict the reactants needed to synthesize it. The reactants are: Cl[C:2]1[CH:11]=[CH:10][C:9]2[C:4](=[CH:5][CH:6]=[C:7](Cl)[CH:8]=2)[N:3]=1.[CH3:13][O:14][C:15]1[CH:22]=[CH:21][CH:20]=[CH:19][C:16]=1[CH2:17][NH2:18].[NH2:23][CH2:24][CH2:25][CH2:26][N:27]1[CH2:32][CH2:31][O:30][CH2:29][CH2:28]1.